Dataset: Reaction yield outcomes from USPTO patents with 853,638 reactions. Task: Predict the reaction yield, written as a fraction of the theoretical maximum amount of product (1.0 means a 100% yield; for example, 0.34 means a 34% yield). The yield is 0.880. The catalyst is [I-].C([N+](CCCC)(CCCC)CCCC)CCC.C(OCC)(=O)C.C(N(CC)CC)C. The reactants are CN(C)C=O.[CH2:6]([O:8][C:9](=[O:26])[CH2:10][N:11]([CH2:20][C:21]([O:23][CH2:24][CH3:25])=[O:22])[C:12]1[CH:17]=[C:16](I)[CH:15]=[CH:14][C:13]=1[CH3:19])[CH3:7].[C:27]([O:31][C:32]([CH3:35])([CH3:34])[CH3:33])(=[O:30])[CH:28]=[CH2:29].O. The product is [CH2:6]([O:8][C:9](=[O:26])[CH2:10][N:11]([CH2:20][C:21]([O:23][CH2:24][CH3:25])=[O:22])[C:12]1[CH:17]=[C:16]([CH2:29][CH2:28][C:27]([O:31][C:32]([CH3:35])([CH3:34])[CH3:33])=[O:30])[CH:15]=[CH:14][C:13]=1[CH3:19])[CH3:7].